Dataset: Forward reaction prediction with 1.9M reactions from USPTO patents (1976-2016). Task: Predict the product of the given reaction. Given the reactants [CH2:1]([O:8][C:9]1[CH:14]=[CH:13][N:12]([C:15]2[CH:16]=[CH:17][C:18]3[S:26][C:25]4[CH2:24][CH2:23][N:22](C(OC(C)(C)C)=O)[CH2:21][C:20]=4[C:19]=3[CH:34]=2)[C:11](=[O:35])[CH:10]=1)[C:2]1[CH:7]=[CH:6][CH:5]=[CH:4][CH:3]=1.[ClH:36], predict the reaction product. The product is: [ClH:36].[CH2:1]([O:8][C:9]1[CH:14]=[CH:13][N:12]([C:15]2[CH:16]=[CH:17][C:18]3[S:26][C:25]4[CH2:24][CH2:23][NH:22][CH2:21][C:20]=4[C:19]=3[CH:34]=2)[C:11](=[O:35])[CH:10]=1)[C:2]1[CH:7]=[CH:6][CH:5]=[CH:4][CH:3]=1.